Dataset: Full USPTO retrosynthesis dataset with 1.9M reactions from patents (1976-2016). Task: Predict the reactants needed to synthesize the given product. (1) The reactants are: Cl[CH2:2][C:3]1[N:12]=[C:11]([N:13]([C:15]2[CH:20]=[CH:19][C:18]([O:21][CH3:22])=[CH:17][CH:16]=2)[CH3:14])[C:10]2[C:5](=[CH:6][CH:7]=[CH:8][CH:9]=2)[N:4]=1.[CH3:23][NH:24][CH3:25]. Given the product [CH3:23][N:24]([CH2:2][C:3]1[N:12]=[C:11]([N:13]([C:15]2[CH:20]=[CH:19][C:18]([O:21][CH3:22])=[CH:17][CH:16]=2)[CH3:14])[C:10]2[C:5](=[CH:6][CH:7]=[CH:8][CH:9]=2)[N:4]=1)[CH3:25], predict the reactants needed to synthesize it. (2) Given the product [Cl:27][C:16]1[C:15]([C:18]([O:20][CH2:21][CH3:22])=[O:19])=[CH:14][N:13]=[C:12]2[N:8]([CH2:7][C:6]3[CH:23]=[CH:24][C:3]([O:2][CH3:1])=[CH:4][CH:5]=3)[N:9]=[CH:10][C:11]=12, predict the reactants needed to synthesize it. The reactants are: [CH3:1][O:2][C:3]1[CH:24]=[CH:23][C:6]([CH2:7][N:8]2[C:12]3[NH:13][CH:14]=[C:15]([C:18]([O:20][CH2:21][CH3:22])=[O:19])[C:16](=O)[C:11]=3[CH:10]=[N:9]2)=[CH:5][CH:4]=1.O=P(Cl)(Cl)[Cl:27]. (3) Given the product [CH3:17][O:16][C:13]1[CH:14]=[CH:15][C:10]2[N:11]([CH:18]=[C:8]([C:5]3[CH:4]=[CH:3][C:2]([N:20]([CH3:21])[CH3:19])=[N:7][CH:6]=3)[N:9]=2)[CH:12]=1, predict the reactants needed to synthesize it. The reactants are: F[C:2]1[N:7]=[CH:6][C:5]([C:8]2[N:9]=[C:10]3[CH:15]=[CH:14][C:13]([O:16][CH3:17])=[CH:12][N:11]3[CH:18]=2)=[CH:4][CH:3]=1.[CH3:19][NH:20][CH3:21]. (4) Given the product [CH3:19][N:20]1[CH2:23][CH2:24][C:6]([CH2:17][OH:16])([NH:7][CH3:8])[CH2:22][CH2:21]1, predict the reactants needed to synthesize it. The reactants are: Cl.Cl.NC1(C(O)=O)C[CH2:8][NH:7][CH2:6]C1.ClC([O:16][CH3:17])=O.C[CH2:19][N:20]([CH2:23][CH3:24])[CH2:21][CH3:22].